From a dataset of Forward reaction prediction with 1.9M reactions from USPTO patents (1976-2016). Predict the product of the given reaction. Given the reactants [CH3:1][O:2][C:3]([CH:5]1[C:10](=[O:11])[CH2:9][CH2:8][NH:7][CH2:6]1)=[O:4].C(N(CC)CC)C.[C:19](O[C:19]([O:21][C:22]([CH3:25])([CH3:24])[CH3:23])=[O:20])([O:21][C:22]([CH3:25])([CH3:24])[CH3:23])=[O:20], predict the reaction product. The product is: [CH3:1][O:2][C:3]([CH:5]1[C:10](=[O:11])[CH2:9][CH2:8][N:7]([C:19]([O:21][C:22]([CH3:25])([CH3:24])[CH3:23])=[O:20])[CH2:6]1)=[O:4].